This data is from NCI-60 drug combinations with 297,098 pairs across 59 cell lines. The task is: Regression. Given two drug SMILES strings and cell line genomic features, predict the synergy score measuring deviation from expected non-interaction effect. (1) Drug 1: CCC1(CC2CC(C3=C(CCN(C2)C1)C4=CC=CC=C4N3)(C5=C(C=C6C(=C5)C78CCN9C7C(C=CC9)(C(C(C8N6C)(C(=O)OC)O)OC(=O)C)CC)OC)C(=O)OC)O.OS(=O)(=O)O. Drug 2: COCCOC1=C(C=C2C(=C1)C(=NC=N2)NC3=CC=CC(=C3)C#C)OCCOC.Cl. Cell line: SN12C. Synergy scores: CSS=4.14, Synergy_ZIP=2.56, Synergy_Bliss=-2.09, Synergy_Loewe=-1.81, Synergy_HSA=-1.67. (2) Drug 1: CN(C)C1=NC(=NC(=N1)N(C)C)N(C)C. Drug 2: CC1=C(C(CCC1)(C)C)C=CC(=CC=CC(=CC(=O)O)C)C. Cell line: UACC-257. Synergy scores: CSS=-4.03, Synergy_ZIP=2.25, Synergy_Bliss=1.23, Synergy_Loewe=-5.34, Synergy_HSA=-3.98.